Dataset: Peptide-MHC class II binding affinity with 134,281 pairs from IEDB. Task: Regression. Given a peptide amino acid sequence and an MHC pseudo amino acid sequence, predict their binding affinity value. This is MHC class II binding data. (1) The peptide sequence is GSRGYRLQRNIEHYL. The MHC is DRB1_0101 with pseudo-sequence DRB1_0101. The binding affinity (normalized) is 0.881. (2) The peptide sequence is GKATLECQVQTAVDFKK. The MHC is HLA-DQA10201-DQB10301 with pseudo-sequence HLA-DQA10201-DQB10301. The binding affinity (normalized) is 0.633. (3) The peptide sequence is GELQIVDKIDGAFKI. The MHC is DRB1_1302 with pseudo-sequence DRB1_1302. The binding affinity (normalized) is 0.782.